From a dataset of Reaction yield outcomes from USPTO patents with 853,638 reactions. Predict the reaction yield, written as a fraction of the theoretical maximum amount of product (1.0 means a 100% yield; for example, 0.34 means a 34% yield). The reactants are [CH3:1][C:2]1([CH3:11])[O:6][C@@H:5]([C:7]([O:9]C)=[O:8])[CH2:4][O:3]1.[OH-].[K+:13]. The catalyst is CO.CCOCC. The product is [K+:13].[CH3:1][C:2]1([CH3:11])[O:6][C@@H:5]([C:7]([O-:9])=[O:8])[CH2:4][O:3]1. The yield is 0.940.